From a dataset of Forward reaction prediction with 1.9M reactions from USPTO patents (1976-2016). Predict the product of the given reaction. (1) Given the reactants [F:1][C:2]1([F:22])[CH2:7][CH2:6][CH2:5][N:4]([C:8]2[N:12]([CH2:13][CH2:14][O:15][CH2:16][Si:17]([CH3:20])([CH3:19])[CH3:18])[N:11]=[CH:10][C:9]=2[NH2:21])[CH2:3]1.CCN(C(C)C)C(C)C.[N:32]1[N:36]2[CH:37]=[CH:38][CH:39]=[N:40][C:35]2=[C:34]([C:41](Cl)=[O:42])[CH:33]=1, predict the reaction product. The product is: [F:22][C:2]1([F:1])[CH2:7][CH2:6][CH2:5][N:4]([C:8]2[N:12]([CH2:13][CH2:14][O:15][CH2:16][Si:17]([CH3:19])([CH3:18])[CH3:20])[N:11]=[CH:10][C:9]=2[NH:21][C:41]([C:34]2[CH:33]=[N:32][N:36]3[CH:37]=[CH:38][CH:39]=[N:40][C:35]=23)=[O:42])[CH2:3]1. (2) Given the reactants S(Cl)([Cl:3])=O.[I:5][C:6]1[CH:14]=[CH:13][C:9]([C:10](O)=[O:11])=[CH:8][CH:7]=1, predict the reaction product. The product is: [I:5][C:6]1[CH:14]=[CH:13][C:9]([C:10]([Cl:3])=[O:11])=[CH:8][CH:7]=1. (3) Given the reactants C(O/[CH:4]=[CH:5]\[C:6]1[C:11]([C:12]#[N:13])=[CH:10][N:9]=[C:8]([S:14][CH3:15])[N:7]=1)C.BrN1C(=O)CCC1=O.[NH2:24][C:25]1[C:30]([CH3:31])=[CH:29][CH:28]=[CH:27][N:26]=1, predict the reaction product. The product is: [CH3:31][C:30]1[C:25]2[N:26]([C:5]([C:6]3[C:11]([C:12]#[N:13])=[CH:10][N:9]=[C:8]([S:14][CH3:15])[N:7]=3)=[CH:4][N:24]=2)[CH:27]=[CH:28][CH:29]=1. (4) Given the reactants [NH2:1][C@H:2]1[CH2:7][CH2:6][CH2:5][CH2:4][C@H:3]1[NH:8][C:9]1[N:14]=[C:13]([NH:15][C:16]2[CH:21]=[CH:20][C:19]([C:22]3[O:26]N=CC=3)=[CH:18][CH:17]=2)[C:12]([C:27]([NH2:29])=[O:28])=[CH:11][N:10]=1.O1C=[N:33][N:32]=[C:31]1C1C=CC(N)=CC=1, predict the reaction product. The product is: [O:26]1[CH:31]=[N:32][N:33]=[C:22]1[C:19]1[CH:18]=[CH:17][C:16]([NH:15][C:13]2[C:12]([C:27]([NH2:29])=[O:28])=[CH:11][N:10]=[C:9]([NH:8][C@@H:3]3[CH2:4][CH2:5][CH2:6][CH2:7][C@@H:2]3[NH2:1])[N:14]=2)=[CH:21][CH:20]=1. (5) The product is: [Cl:1][C:2]1[CH:7]=[CH:6][C:5]([C:8]2[CH:13]=[CH:12][C:11]([C:14]3[C:19]([C:20]([F:21])([F:23])[F:22])=[CH:18][C:17]([F:24])=[C:16]([CH2:25][O:26][C:27]4[N:32]=[CH:31][C:30]5[C@@H:33]6[C@@H:36]([C:37]([OH:39])=[O:38])[C@@H:34]6[CH2:35][C:29]=5[CH:28]=4)[CH:15]=3)=[C:10]([F:42])[CH:9]=2)=[C:4]([F:43])[CH:3]=1. Given the reactants [Cl:1][C:2]1[CH:7]=[CH:6][C:5]([C:8]2[CH:13]=[CH:12][C:11]([C:14]3[C:19]([C:20]([F:23])([F:22])[F:21])=[CH:18][C:17]([F:24])=[C:16]([CH2:25][O:26][C:27]4[N:32]=[CH:31][C:30]5[C@@H:33]6[C@@H:36]([C:37]([O:39]CC)=[O:38])[C@@H:34]6[CH2:35][C:29]=5[CH:28]=4)[CH:15]=3)=[C:10]([F:42])[CH:9]=2)=[C:4]([F:43])[CH:3]=1.[Li+].[OH-].O, predict the reaction product. (6) Given the reactants [NH2:1][C:2]1[CH:18]=[C:17]([C:19]#[N:20])[CH:16]=[CH:15][C:3]=1[CH2:4][NH:5][C:6](=[O:14])[C:7]1[CH:12]=[CH:11][CH:10]=[C:9]([CH3:13])[CH:8]=1.Cl[CH2:22][C:23]([NH:25][C:26]1[CH:31]=[CH:30][CH:29]=[CH:28][CH:27]=1)=[O:24], predict the reaction product. The product is: [C:19]([C:17]1[CH:16]=[CH:15][C:3]([CH2:4][NH:5][C:6](=[O:14])[C:7]2[CH:12]=[CH:11][CH:10]=[C:9]([CH3:13])[CH:8]=2)=[C:2]([NH:1][CH2:22][C:23](=[O:24])[NH:25][C:26]2[CH:31]=[CH:30][CH:29]=[CH:28][CH:27]=2)[CH:18]=1)#[N:20].